This data is from Forward reaction prediction with 1.9M reactions from USPTO patents (1976-2016). The task is: Predict the product of the given reaction. (1) Given the reactants [CH:1]1[CH:2]=[CH:3][N:4]2[CH2:10][C:9]3[CH:11]=[CH:12][CH:13]=[CH:14][C:8]=3[N:7]([C:15]([C:17]3[CH:22]=[CH:21][C:20](C4CCCCC=4)=[CH:19][CH:18]=3)=[O:16])[CH2:6][C:5]=12.FC(F)(F)S(O[C:35]1[C:40]([CH3:42])([CH3:41])[CH2:39][CH2:38][CH2:37][CH:36]=1)(=O)=O, predict the reaction product. The product is: [CH:1]1[CH:2]=[CH:3][N:4]2[CH2:10][C:9]3[CH:11]=[CH:12][CH:13]=[CH:14][C:8]=3[N:7]([C:15]([C:17]3[CH:18]=[CH:19][C:20]([C:35]4[C:40]([CH3:42])([CH3:41])[CH2:39][CH2:38][CH2:37][CH:36]=4)=[CH:21][CH:22]=3)=[O:16])[CH2:6][C:5]=12. (2) Given the reactants [C:1]([O:5][C:6](=[O:13])[NH:7][CH2:8][C:9]#[C:10][CH2:11][NH2:12])([CH3:4])([CH3:3])[CH3:2].[F:14][C:15]1[CH:20]=[CH:19][C:18]([CH:21]([C:29]2[CH:34]=[CH:33][C:32]([F:35])=[CH:31][CH:30]=2)[CH2:22][CH2:23][CH2:24][CH2:25][C:26](O)=[O:27])=[CH:17][CH:16]=1.C(Cl)CCl, predict the reaction product. The product is: [C:1]([O:5][C:6](=[O:13])[NH:7][CH2:8][C:9]#[C:10][CH2:11][NH:12][C:26](=[O:27])[CH2:25][CH2:24][CH2:23][CH2:22][CH:21]([C:29]1[CH:30]=[CH:31][C:32]([F:35])=[CH:33][CH:34]=1)[C:18]1[CH:19]=[CH:20][C:15]([F:14])=[CH:16][CH:17]=1)([CH3:4])([CH3:2])[CH3:3]. (3) Given the reactants [OH-].[Na+].[CH2:3]([O:5][C:6]1[CH:11]=[CH:10][N:9]=[C:8]([NH:12][CH2:13][CH2:14][CH2:15][O:16][C:17]2[CH:18]=[CH:19][C:20]3[CH2:26][CH:25]([CH2:27][C:28]([O:30]CC)=[O:29])[C:24]4[CH:33]=[CH:34][CH:35]=[CH:36][C:23]=4[CH2:22][C:21]=3[CH:37]=2)[CH:7]=1)[CH3:4], predict the reaction product. The product is: [CH2:3]([O:5][C:6]1[CH:11]=[CH:10][N:9]=[C:8]([NH:12][CH2:13][CH2:14][CH2:15][O:16][C:17]2[CH:18]=[CH:19][C:20]3[CH2:26][CH:25]([CH2:27][C:28]([OH:30])=[O:29])[C:24]4[CH:33]=[CH:34][CH:35]=[CH:36][C:23]=4[CH2:22][C:21]=3[CH:37]=2)[CH:7]=1)[CH3:4]. (4) The product is: [CH2:37]([O:36][C:2]1[N:7]=[C:6]([C:8]2[CH:13]=[CH:12][CH:11]=[CH:10][CH:9]=2)[N:5]=[C:4]([C:14]([NH:16][C:17]2[CH:22]=[CH:21][CH:20]=[CH:19][C:18]=2[C:23]2[S:24][C:25]3[C:30]([N:31]=2)=[CH:29][CH:28]=[CH:27][N:26]=3)=[O:15])[CH:3]=1)[CH3:38]. Given the reactants Cl[C:2]1[N:7]=[C:6]([C:8]2[CH:13]=[CH:12][CH:11]=[CH:10][CH:9]=2)[N:5]=[C:4]([C:14]([NH:16][C:17]2[CH:22]=[CH:21][CH:20]=[CH:19][C:18]=2[C:23]2[S:24][C:25]3[C:30]([N:31]=2)=[CH:29][CH:28]=[CH:27][N:26]=3)=[O:15])[CH:3]=1.CS(C)=O.[O-:36][CH2:37][CH3:38].[K+], predict the reaction product. (5) Given the reactants C[O:2][C:3]([C:5]1[C:29]([F:30])=[CH:28][C:8]2[N:9]([CH3:27])[C:10]([NH:12][C:13]3[S:14][C:15]4[CH:21]=[C:20]([O:22][C:23]([F:26])([F:25])[F:24])[CH:19]=[CH:18][C:16]=4[N:17]=3)=[N:11][C:7]=2[CH:6]=1)=[O:4].[OH-].[Li+], predict the reaction product. The product is: [F:30][C:29]1[C:5]([C:3]([OH:4])=[O:2])=[CH:6][C:7]2[N:11]=[C:10]([NH:12][C:13]3[S:14][C:15]4[CH:21]=[C:20]([O:22][C:23]([F:26])([F:25])[F:24])[CH:19]=[CH:18][C:16]=4[N:17]=3)[N:9]([CH3:27])[C:8]=2[CH:28]=1. (6) Given the reactants [OH:1][C:2]1[CH:11]=[C:10]2[C:5]([C:6](=[O:26])[C:7]([C:16]3[CH:25]=[CH:24][C:19]([C:20]([NH:22][NH2:23])=[O:21])=[CH:18][CH:17]=3)=[C:8]([C:12]([F:15])([F:14])[F:13])[O:9]2)=[CH:4][CH:3]=1.C1N=CN([C:32](N2C=NC=C2)=[O:33])C=1, predict the reaction product. The product is: [OH:1][C:2]1[CH:11]=[C:10]2[C:5]([C:6](=[O:26])[C:7]([C:16]3[CH:25]=[CH:24][C:19]([C:20]4[O:21][C:32](=[O:33])[NH:23][N:22]=4)=[CH:18][CH:17]=3)=[C:8]([C:12]([F:14])([F:15])[F:13])[O:9]2)=[CH:4][CH:3]=1. (7) Given the reactants C[O:2][C:3]([C:5]1[C:6](=[O:22])[NH:7][C:8]2[C:13]([CH:14]=1)=[CH:12][CH:11]=[C:10]([N:15]1[CH2:20][CH2:19][N:18]([CH3:21])[CH2:17][CH2:16]1)[N:9]=2)=[O:4].[OH-].[Na+].CO.ClCCl, predict the reaction product. The product is: [CH3:21][N:18]1[CH2:19][CH2:20][N:15]([C:10]2[N:9]=[C:8]3[C:13]([CH:14]=[C:5]([C:3]([OH:4])=[O:2])[C:6](=[O:22])[NH:7]3)=[CH:12][CH:11]=2)[CH2:16][CH2:17]1. (8) Given the reactants [CH2:1]([N:3]1[C:8]2[N:9]=[C:10](S(C)=O)[N:11]=[CH:12][C:7]=2[CH:6]=[CH:5][C:4]1=[O:16])[CH3:2].[F:17][C:18]1[CH:19]=[C:20]([CH:22]=[CH:23][C:24]=1[O:25][CH3:26])[NH2:21], predict the reaction product. The product is: [CH2:1]([N:3]1[C:8]2[N:9]=[C:10]([NH:21][C:20]3[CH:22]=[CH:23][C:24]([O:25][CH3:26])=[C:18]([F:17])[CH:19]=3)[N:11]=[CH:12][C:7]=2[CH:6]=[CH:5][C:4]1=[O:16])[CH3:2].